From a dataset of Peptide-MHC class I binding affinity with 185,985 pairs from IEDB/IMGT. Regression. Given a peptide amino acid sequence and an MHC pseudo amino acid sequence, predict their binding affinity value. This is MHC class I binding data. (1) The peptide sequence is TDNGANFA. The MHC is Mamu-B01 with pseudo-sequence Mamu-B01. The binding affinity (normalized) is 0. (2) The peptide sequence is DIRDKYMEL. The MHC is HLA-A68:02 with pseudo-sequence HLA-A68:02. The binding affinity (normalized) is 0.113. (3) The peptide sequence is GEDTVWEVQG. The MHC is HLA-B44:03 with pseudo-sequence HLA-B44:03. The binding affinity (normalized) is 0.103. (4) The peptide sequence is AVINTTCNY. The MHC is HLA-A24:02 with pseudo-sequence HLA-A24:02. The binding affinity (normalized) is 0.143.